Dataset: Catalyst prediction with 721,799 reactions and 888 catalyst types from USPTO. Task: Predict which catalyst facilitates the given reaction. Reactant: [F:1][CH:2]([F:21])[C:3]1[C:8]([C:9]([O:11]CC)=[O:10])=[CH:7][C:6]([CH2:14][NH:15][C:16](=[O:20])[CH:17]([CH3:19])[CH3:18])=[CH:5][N:4]=1.O.[OH-].[Li+].Cl. Product: [F:21][CH:2]([F:1])[C:3]1[C:8]([C:9]([OH:11])=[O:10])=[CH:7][C:6]([CH2:14][NH:15][C:16](=[O:20])[CH:17]([CH3:19])[CH3:18])=[CH:5][N:4]=1. The catalyst class is: 12.